Dataset: Full USPTO retrosynthesis dataset with 1.9M reactions from patents (1976-2016). Task: Predict the reactants needed to synthesize the given product. Given the product [CH2:1]([O:8][C:9]1[C:14]2[S:15][CH:16]=[CH:17][C:13]=2[C:12]([CH:18]=[O:19])=[CH:11][CH:10]=1)[C:2]1[CH:3]=[CH:4][CH:5]=[CH:6][CH:7]=1, predict the reactants needed to synthesize it. The reactants are: [CH2:1]([O:8][C:9]1[C:14]2[S:15][CH:16]=[CH:17][C:13]=2[CH:12]=[CH:11][CH:10]=1)[C:2]1[CH:7]=[CH:6][CH:5]=[CH:4][CH:3]=1.[CH3:18][O:19]C(Cl)Cl.